This data is from Reaction yield outcomes from USPTO patents with 853,638 reactions. The task is: Predict the reaction yield, written as a fraction of the theoretical maximum amount of product (1.0 means a 100% yield; for example, 0.34 means a 34% yield). (1) The reactants are [F:1][C:2]1[C:7]([F:8])=[CH:6][CH:5]=[CH:4][C:3]=1[C:9]1[N:14]=[CH:13][C:12]([CH2:15][CH:16]([NH:22]C(=O)OC(C)(C)C)[C:17]([N:19]([CH3:21])[CH3:20])=[O:18])=[CH:11][CH:10]=1.O1CCOCC1.[ClH:36]. No catalyst specified. The product is [ClH:36].[NH2:22][CH:16]([CH2:15][C:12]1[CH:13]=[N:14][C:9]([C:3]2[CH:4]=[CH:5][CH:6]=[C:7]([F:8])[C:2]=2[F:1])=[CH:10][CH:11]=1)[C:17]([N:19]([CH3:21])[CH3:20])=[O:18]. The yield is 0.500. (2) The reactants are [NH2:1][C:2]1[CH:3]=[CH:4][C:5]([S:52]([CH2:55][CH3:56])(=[O:54])=[O:53])=[C:6]([CH2:8][N:9]([CH3:51])[C:10]([CH:12]([NH:24][C:25]2[CH:26]=[C:27]3[C:32](=[CH:33][CH:34]=2)[C:31]([N:35]([C:43]([O:45][C:46]([CH3:49])([CH3:48])[CH3:47])=[O:44])[C:36](=[O:42])[O:37][C:38]([CH3:41])([CH3:40])[CH3:39])=[N:30][CH:29]=[C:28]3[F:50])[C:13]2[CH:18]=[CH:17][C:16]([C@@H:19]([CH3:22])[CH2:20][OH:21])=[C:15]([CH3:23])[CH:14]=2)=[O:11])[CH:7]=1.[C:57](Cl)(Cl)=[O:58]. The catalyst is C(#N)C.ClCCl. The product is [C:38]([O:37][C:36]([N:35]([C:31]1[C:32]2[C:27](=[CH:26][C:25]([NH:24][C@H:12]3[C:10](=[O:11])[N:9]([CH3:51])[CH2:8][C:6]4[CH:7]=[C:2]([CH:3]=[CH:4][C:5]=4[S:52]([CH2:55][CH3:56])(=[O:54])=[O:53])[NH:1][C:57](=[O:58])[O:21][CH2:20][C@H:19]([CH3:22])[C:16]4[CH:17]=[CH:18][C:13]3=[CH:14][C:15]=4[CH3:23])=[CH:34][CH:33]=2)[C:28]([F:50])=[CH:29][N:30]=1)[C:43](=[O:44])[O:45][C:46]([CH3:47])([CH3:48])[CH3:49])=[O:42])([CH3:41])([CH3:39])[CH3:40]. The yield is 0.639. (3) The reactants are [OH:1][C:2]1[CH:7]=[CH:6][CH:5]=[CH:4][C:3]=1[C:8]1[N:12]=[C:11]([C:13]2[CH:18]=[CH:17][CH:16]=[CH:15][C:14]=2[OH:19])[N:10]([C:20]2[CH:28]=[CH:27][C:23]([C:24]([OH:26])=[O:25])=[CH:22][CH:21]=2)[N:9]=1.[C:29]([NH2:33])([CH3:32])([CH3:31])[CH3:30]. The catalyst is C(O)(C)C. The product is [CH:5]1[CH:6]=[CH:7][C:2]([OH:1])=[C:3]([C:8]2[N:12]=[C:11]([C:13]3[CH:18]=[CH:17][CH:16]=[CH:15][C:14]=3[OH:19])[N:10]([C:20]3[CH:28]=[CH:27][C:23]([C:24]([OH:26])=[O:25])=[CH:22][CH:21]=3)[N:9]=2)[CH:4]=1.[C:29]([NH2:33])([CH3:32])([CH3:31])[CH3:30]. The yield is 1.000. (4) The reactants are [C:1]([C:5]1[N:24]=[C:8]2[C:9]([C:22]#[N:23])=[C:10]([C:16]3[CH:21]=[CH:20][CH:19]=[CH:18][CH:17]=3)[C:11]([CH2:14][CH3:15])=[C:12](O)[N:7]2[N:6]=1)([CH3:4])([CH3:3])[CH3:2].P(Cl)(Cl)([Cl:27])=O. No catalyst specified. The product is [C:1]([C:5]1[N:24]=[C:8]2[C:9]([C:22]#[N:23])=[C:10]([C:16]3[CH:21]=[CH:20][CH:19]=[CH:18][CH:17]=3)[C:11]([CH2:14][CH3:15])=[C:12]([Cl:27])[N:7]2[N:6]=1)([CH3:4])([CH3:3])[CH3:2]. The yield is 0.720. (5) The reactants are [CH3:1][S:2][CH2:3][CH2:4][CH:5]([OH:9])[C:6]([OH:8])=[O:7].C.C(N(CC)CC)C.[C:18](Cl)(=[O:20])[CH3:19]. No catalyst specified. The product is [C:18]([O:9][CH:5]([CH2:4][CH2:3][S:2][CH3:1])[C:6]([OH:8])=[O:7])(=[O:20])[CH3:19]. The yield is 0.631.